This data is from Full USPTO retrosynthesis dataset with 1.9M reactions from patents (1976-2016). The task is: Predict the reactants needed to synthesize the given product. (1) Given the product [CH2:26]([N:10]1[C:9]2[N:8]=[C:7]([CH2:6][C:5]3[CH:4]=[CH:3][C:2]([NH:1][S:38]([C:32]4[CH:37]=[CH:36][CH:35]=[CH:34][CH:33]=4)(=[O:40])=[O:39])=[CH:31][CH:30]=3)[NH:15][C:14]=2[C:13](=[O:16])[N:12]([CH2:17][C:18]2[CH:23]=[CH:22][CH:21]=[CH:20][C:19]=2[F:24])[C:11]1=[O:25])[CH2:27][CH2:28][CH3:29], predict the reactants needed to synthesize it. The reactants are: [NH2:1][C:2]1[CH:31]=[CH:30][C:5]([CH2:6][C:7]2[NH:15][C:14]3[C:13](=[O:16])[N:12]([CH2:17][C:18]4[CH:23]=[CH:22][CH:21]=[CH:20][C:19]=4[F:24])[C:11](=[O:25])[N:10]([CH2:26][CH2:27][CH2:28][CH3:29])[C:9]=3[N:8]=2)=[CH:4][CH:3]=1.[C:32]1([S:38](Cl)(=[O:40])=[O:39])[CH:37]=[CH:36][CH:35]=[CH:34][CH:33]=1. (2) Given the product [C:1]([O:5][C:6]([NH:8][CH2:9][CH2:10][CH2:11][O:12][C:13]1[CH:14]=[C:15]([C@@:19]([OH:30])([C:24]2[CH:25]=[CH:26][CH:27]=[CH:28][CH:29]=2)[C:20]([OH:22])=[O:21])[CH:16]=[CH:17][CH:18]=1)=[O:7])([CH3:4])([CH3:2])[CH3:3], predict the reactants needed to synthesize it. The reactants are: [C:1]([O:5][C:6]([NH:8][CH2:9][CH2:10][CH2:11][O:12][C:13]1[CH:14]=[C:15]([C@@:19]([OH:30])([C:24]2[CH:29]=[CH:28][CH:27]=[CH:26][CH:25]=2)[C:20]([O:22]C)=[O:21])[CH:16]=[CH:17][CH:18]=1)=[O:7])([CH3:4])([CH3:3])[CH3:2].[OH-].[Na+]. (3) Given the product [NH2:20][C:17]1[CH:18]=[CH:19][C:14]([N:11]2[CH2:12][CH2:13][N:8]([CH2:1][C:2]3[CH:7]=[CH:6][CH:5]=[CH:4][CH:3]=3)[C:9](=[O:23])[CH2:10]2)=[N:15][CH:16]=1, predict the reactants needed to synthesize it. The reactants are: [CH2:1]([N:8]1[CH2:13][CH2:12][N:11]([C:14]2[CH:19]=[CH:18][C:17]([N+:20]([O-])=O)=[CH:16][N:15]=2)[CH2:10][C:9]1=[O:23])[C:2]1[CH:7]=[CH:6][CH:5]=[CH:4][CH:3]=1. (4) Given the product [Cl:1][C:2]1[CH:11]=[C:10]([O:12][CH:13]([CH3:15])[CH3:14])[C:9]([N:16]2[CH:20]=[CH:19][CH:18]=[N:17]2)=[CH:8][C:3]=1[C:4]([NH2:21])=[O:5], predict the reactants needed to synthesize it. The reactants are: [Cl:1][C:2]1[CH:11]=[C:10]([O:12][CH:13]([CH3:15])[CH3:14])[C:9]([N:16]2[CH:20]=[CH:19][CH:18]=[N:17]2)=[CH:8][C:3]=1[C:4](OC)=[O:5].[NH3:21]. (5) Given the product [C:1]1([C:7]2[S:8][C:9]([C:18]([O:20][CH2:21][CH3:22])=[O:19])=[C:10]([C:12]3[CH:13]=[CH:14][CH:15]=[CH:16][N:43]=3)[N:11]=2)[CH:6]=[CH:5][CH:4]=[CH:3][CH:2]=1, predict the reactants needed to synthesize it. The reactants are: [C:1]1([C:7]2[S:8][C:9]([C:18]([O:20][CH2:21][CH3:22])=[O:19])=[C:10]([C:12]3C=[CH:16][CH:15]=[CH:14][CH:13]=3)[N:11]=2)[CH:6]=[CH:5][CH:4]=[CH:3][CH:2]=1.O=C(C1C=CC=C[N:43]=1)C(OS(C1C=CC(C)=CC=1)(=O)=O)C(OCC)=O.C(=S)(N)C1C=CC=CC=1.